Dataset: Forward reaction prediction with 1.9M reactions from USPTO patents (1976-2016). Task: Predict the product of the given reaction. Given the reactants [CH3:1][C:2]1[O:6][N:5]=[CH:4][C:3]=1[C:7]([OH:9])=O.C(N(CC)CC)C.C(OC(Cl)=O)C.[N-:23]=[N+:24]=[N-:25].[Na+], predict the reaction product. The product is: [N:23]([C:7]([C:3]1[CH:4]=[N:5][O:6][C:2]=1[CH3:1])=[O:9])=[N+:24]=[N-:25].